From a dataset of Full USPTO retrosynthesis dataset with 1.9M reactions from patents (1976-2016). Predict the reactants needed to synthesize the given product. (1) Given the product [CH2:61]([O:20][C@@H:19]1[C@@H:18]([O:28][CH2:29][C:8]2[CH:9]=[CH:10][CH:11]=[CH:12][CH:13]=2)[C@H:17]([O:36][CH2:37][C:38]2[CH:43]=[CH:42][CH:41]=[CH:40][CH:39]=2)[C@@H:16]([CH2:44][O:45][CH2:46][C:60]2[CH:3]=[CH:4][CH:5]=[CH:6][CH:59]=2)[O:15][CH:14]1[C:12]1[C:11]2[CH2:56][CH2:55][O:54][C:10]=2[C:9]([Cl:58])=[C:8]([CH2:7][C:6]2[CH:5]=[CH:4][C:3]([CH2:1][CH3:2])=[CH:60][CH:59]=2)[CH:13]=1)[C:62]1[CH:17]=[CH:16][CH:44]=[CH:64][CH:63]=1, predict the reactants needed to synthesize it. The reactants are: [CH2:1]([C:3]1[CH:60]=[CH:59][C:6]([CH2:7][C:8]2[C:9]([Cl:58])=[C:10]([O:54][CH2:55][CH2:56]Cl)[C:11](Br)=[C:12]([CH:14]3[C@H:19]([O:20]CC4C=CC=CC=4)[C@@H:18]([O:28][CH2:29]C4C=CC=CC=4)[C@H:17]([O:36][CH2:37][C:38]4[CH:43]=[CH:42][CH:41]=[CH:40][CH:39]=4)[C@@H:16]([CH2:44][O:45][CH2:46]C4C=CC=CC=4)[O:15]3)[CH:13]=2)=[CH:5][CH:4]=1)[CH3:2].[CH2:61]([Li])[CH2:62][CH2:63][CH3:64]. (2) Given the product [CH3:27][C:24]1([CH3:28])[C:23]2[C:3]([CH:4]=[C:5]3[C:22]=2[CH:21]=[C:20]2[C:7]([C:8]4[CH:9]=[CH:10][CH:11]=[CH:12][C:13]=4[C:14]4[CH:15]=[CH:16][CH:17]=[CH:18][C:19]=42)=[CH:6]3)=[C:2]([B:38]2[O:39][C:40]([CH3:45])([CH3:46])[C:41]([CH3:43])([CH3:44])[O:42]2)[CH:26]=[CH:25]1, predict the reactants needed to synthesize it. The reactants are: Br[C:2]1[CH:26]=[CH:25][C:24]([CH3:28])([CH3:27])[C:23]2[C:3]=1[CH:4]=[C:5]1[C:22]=2[CH:21]=[C:20]2[C:7]([C:8]3[CH:9]=[CH:10][CH:11]=[CH:12][C:13]=3[C:14]3[CH:15]=[CH:16][CH:17]=[CH:18][C:19]=32)=[CH:6]1.[B:38]1([B:38]2[O:42][C:41]([CH3:44])([CH3:43])[C:40]([CH3:46])([CH3:45])[O:39]2)[O:42][C:41]([CH3:44])([CH3:43])[C:40]([CH3:46])([CH3:45])[O:39]1.C([O-])(=O)C.[K+].